Dataset: Full USPTO retrosynthesis dataset with 1.9M reactions from patents (1976-2016). Task: Predict the reactants needed to synthesize the given product. (1) Given the product [CH2:19]([O:18][C:15]1[CH:16]=[CH:17][C:12]([CH:11]=[C:6]2[NH:7][C:8](=[O:10])[C:9](=[CH:35][CH2:27][C:28]3[CH:33]=[CH:32][CH:31]=[CH:30][CH:29]=3)[NH:4][C:5]2=[O:26])=[N:13][CH:14]=1)[C:20]1[CH:21]=[CH:22][CH:23]=[CH:24][CH:25]=1, predict the reactants needed to synthesize it. The reactants are: C([N:4]1[CH2:9][C:8](=[O:10])[NH:7][C:6](=[CH:11][C:12]2[CH:17]=[CH:16][C:15]([O:18][CH2:19][C:20]3[CH:25]=[CH:24][CH:23]=[CH:22][CH:21]=3)=[CH:14][N:13]=2)[C:5]1=[O:26])(=O)C.[CH:27](=O)[C:28]1[CH:33]=[CH:32][CH:31]=[CH:30][CH:29]=1.[CH2:35](N(CC)CC)C. (2) Given the product [F:20][C:2]([F:1])([F:19])[C:3]([NH:5][CH2:6][C:7]1[C:8]([O:17][CH3:18])=[CH:9][C:10]([Cl:16])=[C:11]([CH:15]=1)[C:12]([N:14]=[C:22]=[O:23])=[O:13])=[O:4], predict the reactants needed to synthesize it. The reactants are: [F:1][C:2]([F:20])([F:19])[C:3]([NH:5][CH2:6][C:7]1[C:8]([O:17][CH3:18])=[CH:9][C:10]([Cl:16])=[C:11]([CH:15]=1)[C:12]([NH2:14])=[O:13])=[O:4].C(Cl)(=O)[C:22](Cl)=[O:23].